From a dataset of Forward reaction prediction with 1.9M reactions from USPTO patents (1976-2016). Predict the product of the given reaction. (1) Given the reactants [Cl:1][C:2]1[CH:10]=[C:9]2[C:5]([C:6]([C:11]([N:13]3[CH2:18][CH2:17][C:16]4([C:22]5[CH:23]=[CH:24][C:25]([F:27])=[CH:26][C:21]=5[C:20](=[O:28])[O:19]4)[CH2:15][CH2:14]3)=[O:12])=[CH:7][NH:8]2)=[CH:4][CH:3]=1.Br[CH2:30][C:31]1([F:35])[CH2:34][O:33][CH2:32]1, predict the reaction product. The product is: [Cl:1][C:2]1[CH:10]=[C:9]2[C:5]([C:6]([C:11]([N:13]3[CH2:18][CH2:17][C:16]4([C:22]5[CH:23]=[CH:24][C:25]([F:27])=[CH:26][C:21]=5[C:20](=[O:28])[O:19]4)[CH2:15][CH2:14]3)=[O:12])=[CH:7][N:8]2[CH2:30][C:31]2([F:35])[CH2:34][O:33][CH2:32]2)=[CH:4][CH:3]=1. (2) Given the reactants [CH3:1][O:2][C:3](=[O:13])[CH:4]([CH3:12])[CH2:5][NH:6][CH2:7][CH2:8][CH:9]([CH3:11])[CH3:10].[Cl:14][C:15]1[N:20]=[C:19](Cl)[C:18]([N+:22]([O-:24])=[O:23])=[CH:17][N:16]=1.[C:25](=O)(O)[O-].[K+], predict the reaction product. The product is: [CH2:1]([O:2][C:3](=[O:13])[CH:4]([CH3:12])[CH2:5][N:6]([C:17]1[C:18]([N+:22]([O-:24])=[O:23])=[CH:19][N:20]=[C:15]([Cl:14])[N:16]=1)[CH2:7][CH2:8][CH:9]([CH3:10])[CH3:11])[CH3:25]. (3) Given the reactants Br[CH2:2][C:3]1[C:13]([Cl:14])=[N:12][CH:11]=[CH:10][C:4]=1[C:5]([O:7]CC)=O.[Cl:15][C:16]1[CH:17]=[C:18]([CH2:30][NH2:31])[CH:19]=[N:20][C:21]=1[O:22][CH2:23][C:24]([F:29])([F:28])[CH:25]([F:27])[F:26], predict the reaction product. The product is: [Cl:14][C:13]1[C:3]2[CH2:2][N:31]([CH2:30][C:18]3[CH:19]=[N:20][C:21]([O:22][CH2:23][C:24]([F:28])([F:29])[CH:25]([F:27])[F:26])=[C:16]([Cl:15])[CH:17]=3)[C:5](=[O:7])[C:4]=2[CH:10]=[CH:11][N:12]=1. (4) Given the reactants [CH2:1]([N:4]1[C:9]2[CH:10]=[C:11]([C:14](=[O:25])[CH2:15][C:16]3[CH:21]=[CH:20][C:19]([O:22][CH3:23])=[CH:18][C:17]=3[Cl:24])[CH:12]=[CH:13][C:8]=2[O:7][CH2:6][C:5]1=[O:26])[CH:2]=[CH2:3].[CH3:27]I, predict the reaction product. The product is: [CH2:1]([N:4]1[C:9]2[CH:10]=[C:11]([C:14](=[O:25])[CH:15]([C:16]3[CH:21]=[CH:20][C:19]([O:22][CH3:23])=[CH:18][C:17]=3[Cl:24])[CH3:27])[CH:12]=[CH:13][C:8]=2[O:7][CH2:6][C:5]1=[O:26])[CH:2]=[CH2:3].